From a dataset of Catalyst prediction with 721,799 reactions and 888 catalyst types from USPTO. Predict which catalyst facilitates the given reaction. (1) Reactant: [CH3:1][C:2]1[N:7]=[C:6]2[S:8][C:9]3[CH2:14][CH2:13][CH2:12][CH2:11][C:10]=3[C:5]2=[C:4]([C:15]2[CH:20]=[CH:19][C:18]([CH3:21])=[CH:17][CH:16]=2)[C:3]=1[CH2:22][C:23]([O:25][CH2:26][CH3:27])=[O:24].[Li+].C[Si]([N-][Si](C)(C)C)(C)C.[CH2:38]1[CH2:42]O[CH2:40][CH2:39]1.BrCC1CC1. Product: [CH3:1][C:2]1[N:7]=[C:6]2[S:8][C:9]3[CH2:14][CH2:13][CH2:12][CH2:11][C:10]=3[C:5]2=[C:4]([C:15]2[CH:16]=[CH:17][C:18]([CH3:21])=[CH:19][CH:20]=2)[C:3]=1[CH:22]([CH2:40][CH:39]1[CH2:42][CH2:38]1)[C:23]([O:25][CH2:26][CH3:27])=[O:24]. The catalyst class is: 3. (2) Reactant: [NH2:1][C@H:2]([C:11]1[CH:12]=[N:13][CH:14]=[C:15]([O:17][CH2:18][C:19]2[CH:24]=[CH:23][CH:22]=[CH:21][CH:20]=2)[CH:16]=1)[CH2:3][C:4]([O:6][C:7]([CH3:10])([CH3:9])[CH3:8])=[O:5].O=C1CCC(=O)N1[O:32][C:33]([C@@H:35]1[CH2:40][CH2:39][CH2:38][N:37]([C:41](=[O:57])[CH2:42][CH2:43][CH:44]2[CH2:49][CH2:48][N:47]([C:50]([O:52][C:53]([CH3:56])([CH3:55])[CH3:54])=[O:51])[CH2:46][CH2:45]2)[CH2:36]1)=O.C(N(CC)CC)C. Product: [CH2:18]([O:17][C:15]1[CH:16]=[C:11]([C@@H:2]([NH:1][C:33]([C@@H:35]2[CH2:40][CH2:39][CH2:38][N:37]([C:41](=[O:57])[CH2:42][CH2:43][CH:44]3[CH2:49][CH2:48][N:47]([C:50]([O:52][C:53]([CH3:55])([CH3:54])[CH3:56])=[O:51])[CH2:46][CH2:45]3)[CH2:36]2)=[O:32])[CH2:3][C:4]([O:6][C:7]([CH3:10])([CH3:9])[CH3:8])=[O:5])[CH:12]=[N:13][CH:14]=1)[C:19]1[CH:24]=[CH:23][CH:22]=[CH:21][CH:20]=1. The catalyst class is: 174. (3) Reactant: C[O:2][C:3](=[O:36])[C:4]1[CH:9]=[CH:8][CH:7]=[N:6][C:5]=1/[CH:10]=[CH:11]/[C@H:12]([N:21]([CH2:29][C:30]1[CH:35]=[CH:34][CH:33]=[CH:32][CH:31]=1)[CH2:22][C:23]1[CH:28]=[CH:27][CH:26]=[CH:25][CH:24]=1)[CH2:13][C:14]1[CH:19]=[CH:18][CH:17]=[CH:16][C:15]=1[F:20].[OH-].[Li+].Cl. Product: [CH2:29]([N:21]([CH2:22][C:23]1[CH:24]=[CH:25][CH:26]=[CH:27][CH:28]=1)[C@H:12]([CH2:13][C:14]1[CH:19]=[CH:18][CH:17]=[CH:16][C:15]=1[F:20])/[CH:11]=[CH:10]/[C:5]1[N:6]=[CH:7][CH:8]=[CH:9][C:4]=1[C:3]([OH:36])=[O:2])[C:30]1[CH:35]=[CH:34][CH:33]=[CH:32][CH:31]=1. The catalyst class is: 38. (4) Reactant: [NH:1]1[CH:5]=[C:4]([B:6]2[O:14][C:11]([CH3:13])([CH3:12])[C:8]([CH3:10])([CH3:9])[O:7]2)[CH:3]=[N:2]1.[CH2:15](Br)[CH:16]=[CH2:17].C[Si]([N-][Si](C)(C)C)(C)C.[Na+]. Product: [CH2:17]([N:2]1[CH:3]=[C:4]([B:6]2[O:7][C:8]([CH3:9])([CH3:10])[C:11]([CH3:13])([CH3:12])[O:14]2)[CH:5]=[N:1]1)[CH:16]=[CH2:15]. The catalyst class is: 1. (5) Reactant: C(OC([N:8]1[CH2:13][CH2:12][CH:11]([NH:14][C:15]2[N:24]=[C:23]([C:25]3[CH:30]=[CH:29][CH:28]=[CH:27][C:26]=3[F:31])[C:22]3[C:17](=[CH:18][CH:19]=[CH:20][CH:21]=3)[N:16]=2)[CH2:10][CH2:9]1)=O)(C)(C)C.[ClH:32]. Product: [ClH:32].[ClH:32].[F:31][C:26]1[CH:27]=[CH:28][CH:29]=[CH:30][C:25]=1[C:23]1[C:22]2[C:17](=[CH:18][CH:19]=[CH:20][CH:21]=2)[N:16]=[C:15]([NH:14][CH:11]2[CH2:12][CH2:13][NH:8][CH2:9][CH2:10]2)[N:24]=1. The catalyst class is: 714.